From a dataset of NCI-60 drug combinations with 297,098 pairs across 59 cell lines. Regression. Given two drug SMILES strings and cell line genomic features, predict the synergy score measuring deviation from expected non-interaction effect. (1) Drug 2: CC1=C2C(C(=O)C3(C(CC4C(C3C(C(C2(C)C)(CC1OC(=O)C(C(C5=CC=CC=C5)NC(=O)OC(C)(C)C)O)O)OC(=O)C6=CC=CC=C6)(CO4)OC(=O)C)OC)C)OC. Cell line: OVCAR-5. Synergy scores: CSS=55.2, Synergy_ZIP=11.3, Synergy_Bliss=11.7, Synergy_Loewe=-21.6, Synergy_HSA=9.55. Drug 1: C1CCC(C1)C(CC#N)N2C=C(C=N2)C3=C4C=CNC4=NC=N3. (2) Drug 1: C1=NC2=C(N=C(N=C2N1C3C(C(C(O3)CO)O)F)Cl)N. Drug 2: C1CN(P(=O)(OC1)NCCCl)CCCl. Cell line: TK-10. Synergy scores: CSS=13.7, Synergy_ZIP=-5.58, Synergy_Bliss=-4.67, Synergy_Loewe=-20.4, Synergy_HSA=-4.09. (3) Drug 1: CC1CCC2CC(C(=CC=CC=CC(CC(C(=O)C(C(C(=CC(C(=O)CC(OC(=O)C3CCCCN3C(=O)C(=O)C1(O2)O)C(C)CC4CCC(C(C4)OC)O)C)C)O)OC)C)C)C)OC. Drug 2: CN(C(=O)NC(C=O)C(C(C(CO)O)O)O)N=O. Cell line: A549. Synergy scores: CSS=13.7, Synergy_ZIP=-3.78, Synergy_Bliss=-0.226, Synergy_Loewe=-18.8, Synergy_HSA=-2.84. (4) Drug 1: CC1C(C(CC(O1)OC2CC(CC3=C2C(=C4C(=C3O)C(=O)C5=C(C4=O)C(=CC=C5)OC)O)(C(=O)C)O)N)O.Cl. Drug 2: CN1C(=O)N2C=NC(=C2N=N1)C(=O)N. Cell line: NCI-H460. Synergy scores: CSS=9.41, Synergy_ZIP=-4.03, Synergy_Bliss=-6.76, Synergy_Loewe=-27.4, Synergy_HSA=-5.36. (5) Cell line: OVCAR-4. Synergy scores: CSS=27.4, Synergy_ZIP=-2.10, Synergy_Bliss=7.60, Synergy_Loewe=8.95, Synergy_HSA=9.83. Drug 2: CCN(CC)CCCC(C)NC1=C2C=C(C=CC2=NC3=C1C=CC(=C3)Cl)OC. Drug 1: COC1=C(C=C2C(=C1)N=CN=C2NC3=CC(=C(C=C3)F)Cl)OCCCN4CCOCC4. (6) Drug 1: CC1=C(N=C(N=C1N)C(CC(=O)N)NCC(C(=O)N)N)C(=O)NC(C(C2=CN=CN2)OC3C(C(C(C(O3)CO)O)O)OC4C(C(C(C(O4)CO)O)OC(=O)N)O)C(=O)NC(C)C(C(C)C(=O)NC(C(C)O)C(=O)NCCC5=NC(=CS5)C6=NC(=CS6)C(=O)NCCC[S+](C)C)O. Drug 2: C1CNP(=O)(OC1)N(CCCl)CCCl. Cell line: SK-MEL-28. Synergy scores: CSS=1.65, Synergy_ZIP=-2.26, Synergy_Bliss=-3.84, Synergy_Loewe=-1.54, Synergy_HSA=-1.56.